This data is from NCI-60 drug combinations with 297,098 pairs across 59 cell lines. The task is: Regression. Given two drug SMILES strings and cell line genomic features, predict the synergy score measuring deviation from expected non-interaction effect. (1) Drug 1: CC1=C(C=C(C=C1)NC(=O)C2=CC=C(C=C2)CN3CCN(CC3)C)NC4=NC=CC(=N4)C5=CN=CC=C5. Drug 2: CC1=C(C(=O)C2=C(C1=O)N3CC4C(C3(C2COC(=O)N)OC)N4)N. Cell line: MDA-MB-231. Synergy scores: CSS=8.19, Synergy_ZIP=-5.29, Synergy_Bliss=-2.94, Synergy_Loewe=-5.70, Synergy_HSA=-0.701. (2) Drug 1: C1CCC(CC1)NC(=O)N(CCCl)N=O. Drug 2: CNC(=O)C1=NC=CC(=C1)OC2=CC=C(C=C2)NC(=O)NC3=CC(=C(C=C3)Cl)C(F)(F)F. Cell line: NCIH23. Synergy scores: CSS=22.9, Synergy_ZIP=-1.05, Synergy_Bliss=1.37, Synergy_Loewe=-5.77, Synergy_HSA=3.30. (3) Drug 1: CCC1(C2=C(COC1=O)C(=O)N3CC4=CC5=C(C=CC(=C5CN(C)C)O)N=C4C3=C2)O.Cl. Drug 2: C(CCl)NC(=O)N(CCCl)N=O. Cell line: HT29. Synergy scores: CSS=24.4, Synergy_ZIP=-5.44, Synergy_Bliss=-2.86, Synergy_Loewe=-25.3, Synergy_HSA=-1.92. (4) Drug 1: N.N.Cl[Pt+2]Cl. Drug 2: CC1C(C(CC(O1)OC2CC(CC3=C2C(=C4C(=C3O)C(=O)C5=CC=CC=C5C4=O)O)(C(=O)C)O)N)O. Cell line: SF-295. Synergy scores: CSS=32.1, Synergy_ZIP=-1.30, Synergy_Bliss=-3.49, Synergy_Loewe=-22.6, Synergy_HSA=-2.24. (5) Drug 1: C1CN1C2=NC(=NC(=N2)N3CC3)N4CC4. Drug 2: CCC1(C2=C(COC1=O)C(=O)N3CC4=CC5=C(C=CC(=C5CN(C)C)O)N=C4C3=C2)O.Cl. Cell line: SW-620. Synergy scores: CSS=42.7, Synergy_ZIP=-2.03, Synergy_Bliss=-1.78, Synergy_Loewe=-1.81, Synergy_HSA=3.92. (6) Drug 1: CS(=O)(=O)OCCCCOS(=O)(=O)C. Drug 2: C1CC(=O)NC(=O)C1N2C(=O)C3=CC=CC=C3C2=O. Cell line: SK-OV-3. Synergy scores: CSS=1.59, Synergy_ZIP=1.17, Synergy_Bliss=1.11, Synergy_Loewe=-0.598, Synergy_HSA=-1.17. (7) Drug 1: CC1C(C(CC(O1)OC2CC(CC3=C2C(=C4C(=C3O)C(=O)C5=C(C4=O)C(=CC=C5)OC)O)(C(=O)C)O)N)O.Cl. Drug 2: C1=NC2=C(N1)C(=S)N=CN2. Cell line: CCRF-CEM. Synergy scores: CSS=57.7, Synergy_ZIP=-2.91, Synergy_Bliss=-3.26, Synergy_Loewe=-5.30, Synergy_HSA=-0.359. (8) Drug 1: C1CCN(CC1)CCOC2=CC=C(C=C2)C(=O)C3=C(SC4=C3C=CC(=C4)O)C5=CC=C(C=C5)O. Drug 2: CC1CCC2CC(C(=CC=CC=CC(CC(C(=O)C(C(C(=CC(C(=O)CC(OC(=O)C3CCCCN3C(=O)C(=O)C1(O2)O)C(C)CC4CCC(C(C4)OC)OCCO)C)C)O)OC)C)C)C)OC. Cell line: SNB-19. Synergy scores: CSS=25.8, Synergy_ZIP=2.31, Synergy_Bliss=2.80, Synergy_Loewe=-9.88, Synergy_HSA=1.93.